This data is from Forward reaction prediction with 1.9M reactions from USPTO patents (1976-2016). The task is: Predict the product of the given reaction. (1) Given the reactants [CH2:1]([O:3][C:4]([C:6]1([C:9]2[CH:14]=[CH:13][C:12]([C:15]3[CH:20]=[CH:19][C:18]([C:21]4[O:25][N:24]=[C:23]([CH3:26])[C:22]=4[NH2:27])=[CH:17][CH:16]=3)=[CH:11][CH:10]=2)[CH2:8][CH2:7]1)=[O:5])[CH3:2].[CH3:28][C:29]([CH3:42])([CH3:41])[CH2:30][NH:31][C:32]([C:34]1[CH:39]=[CH:38][CH:37]=[C:36](Br)[N:35]=1)=[O:33], predict the reaction product. The product is: [CH2:1]([O:3][C:4]([C:6]1([C:9]2[CH:10]=[CH:11][C:12]([C:15]3[CH:20]=[CH:19][C:18]([C:21]4[O:25][N:24]=[C:23]([CH3:26])[C:22]=4[NH:27][C:36]4[CH:37]=[CH:38][CH:39]=[C:34]([C:32](=[O:33])[NH:31][CH2:30][C:29]([CH3:41])([CH3:28])[CH3:42])[N:35]=4)=[CH:17][CH:16]=3)=[CH:13][CH:14]=2)[CH2:8][CH2:7]1)=[O:5])[CH3:2]. (2) Given the reactants [Cl:1][C:2]1[CH:9]=[CH:8][C:7]([C:10]2[CH:15]=[CH:14][N:13]=[CH:12][CH:11]=2)=[CH:6][C:3]=1[CH2:4][NH2:5].[F:16][C:17]([F:28])([F:27])[C:18](O[C:18](=[O:19])[C:17]([F:28])([F:27])[F:16])=[O:19], predict the reaction product. The product is: [Cl:1][C:2]1[CH:9]=[CH:8][C:7]([C:10]2[CH:11]=[CH:12][N:13]=[CH:14][CH:15]=2)=[CH:6][C:3]=1[CH2:4][NH:5][C:18](=[O:19])[C:17]([F:28])([F:27])[F:16]. (3) Given the reactants [F:1][C:2]1[CH:3]=[C:4]2[C:8](=[CH:9][C:10]=1[F:11])[NH:7][C:6](=[O:12])/[C:5]/2=[C:13]1\[CH:14]=[C:15]([C:20]2[CH:28]=[CH:27][C:23]([C:24]([OH:26])=O)=[CH:22][CH:21]=2)[C:16]([CH3:19])([CH3:18])[O:17]\1.[CH3:29][NH:30][CH2:31][CH:32]([OH:35])[CH2:33][OH:34].F[P-](F)(F)(F)(F)F.N1(OC(N(C)C)=[N+](C)C)C2C=CC=CC=2N=N1.C(N(C(C)C)CC)(C)C, predict the reaction product. The product is: [F:1][C:2]1[CH:3]=[C:4]2[C:8](=[CH:9][C:10]=1[F:11])[NH:7][C:6](=[O:12])/[C:5]/2=[C:13]1\[CH:14]=[C:15]([C:20]2[CH:21]=[CH:22][C:23]([C:24]([N:30]([CH2:31][CH:32]([OH:35])[CH2:33][OH:34])[CH3:29])=[O:26])=[CH:27][CH:28]=2)[C:16]([CH3:19])([CH3:18])[O:17]\1. (4) Given the reactants C(=O)([O-])[O-].[K+].[K+].[Br:7][C:8]1[C:16]2[S:15][C:14](=[S:17])[NH:13][C:12]=2[CH:11]=[CH:10][CH:9]=1.CI.[CH3:20]COC(C)=O, predict the reaction product. The product is: [Br:7][C:8]1[C:16]2[S:15][C:14]([S:17][CH3:20])=[N:13][C:12]=2[CH:11]=[CH:10][CH:9]=1. (5) The product is: [CH3:66][O:67][C:68](=[O:80])[C:69]1[CH:74]=[CH:73][C:72]([NH:75][C:12](=[O:38])[CH:13]([N:20]2[C:24]3[CH:25]=[CH:26][CH:27]=[CH:28][C:23]=3[N:22]=[C:21]2[C:31]2[CH:36]=[CH:35][C:34]([Cl:37])=[CH:33][CH:32]=2)[CH:14]2[CH2:19][CH2:18][CH2:17][CH2:16][CH2:15]2)=[C:71]([C:76]([F:78])([F:77])[F:79])[CH:70]=1. Given the reactants C(OC(=O)C1C=CC(N[C:12](=[O:38])[CH:13]([N:20]2[C:24]3[CH:25]=[C:26](F)[C:27](F)=[CH:28][C:23]=3[N:22]=[C:21]2[C:31]2[CH:36]=[CH:35][C:34]([Cl:37])=[CH:33][CH:32]=2)[CH:14]2[CH2:19][CH2:18][CH2:17][CH2:16][CH2:15]2)=CC=1)C.ClC1C=CC(C2N(C(C3CCCCC3)C(O)=O)C3C=CC=CC=3N=2)=CC=1.[CH3:66][O:67][C:68](=[O:80])[C:69]1[CH:74]=[CH:73][C:72]([NH2:75])=[C:71]([C:76]([F:79])([F:78])[F:77])[CH:70]=1, predict the reaction product. (6) The product is: [Cl:23][C:4]1[CH:3]=[C:2]([NH:1][C:31]([NH:30][C:24]2[CH:29]=[CH:28][CH:27]=[CH:26][CH:25]=2)=[O:32])[CH:22]=[CH:21][C:5]=1[CH2:6][N:7]1[C:11]2=[N:12][C:13]([C:16]([O:18][CH3:19])=[O:17])=[CH:14][CH:15]=[C:10]2[N:9]=[C:8]1[CH3:20]. Given the reactants [NH2:1][C:2]1[CH:22]=[CH:21][C:5]([CH2:6][N:7]2[C:11]3=[N:12][C:13]([C:16]([O:18][CH3:19])=[O:17])=[CH:14][CH:15]=[C:10]3[N:9]=[C:8]2[CH3:20])=[C:4]([Cl:23])[CH:3]=1.[C:24]1([N:30]=[C:31]=[O:32])[CH:29]=[CH:28][CH:27]=[CH:26][CH:25]=1, predict the reaction product. (7) Given the reactants [Cl:1][C:2]1[CH:7]=[CH:6][CH:5]=[CH:4][C:3]=1[C:8]1([OH:14])[CH2:13][CH2:12][NH:11][CH2:10][CH2:9]1.N1C(C)=CC=CC=1C.[I-].[K+].Br[CH2:26][CH2:27][CH:28]=[C:29]1[C:35]2[CH:36]=[CH:37][CH:38]=[N:39][C:34]=2[CH2:33][O:32][C:31]2[CH:40]=[CH:41][C:42]([C:44]([OH:47])([CH3:46])[CH3:45])=[CH:43][C:30]1=2, predict the reaction product. The product is: [Cl:1][C:2]1[CH:7]=[CH:6][CH:5]=[CH:4][C:3]=1[C:8]1([OH:14])[CH2:9][CH2:10][N:11]([CH2:26][CH2:27][CH:28]=[C:29]2[C:35]3[CH:36]=[CH:37][CH:38]=[N:39][C:34]=3[CH2:33][O:32][C:31]3[CH:40]=[CH:41][C:42]([C:44]([OH:47])([CH3:46])[CH3:45])=[CH:43][C:30]2=3)[CH2:12][CH2:13]1. (8) Given the reactants Br[C:2]1[CH:7]=[CH:6][CH:5]=[C:4]([Br:8])[N:3]=1.[Li+].CCC[CH2-].[CH2:14]([N:21]1[CH2:26][CH2:25][C:24]([NH:29][C:30]2[CH:35]=[CH:34][CH:33]=[CH:32][CH:31]=2)(C#N)[CH2:23][CH2:22]1)[C:15]1[CH:20]=[CH:19][CH:18]=[CH:17][CH:16]=1.O, predict the reaction product. The product is: [CH2:14]([N:21]1[CH2:22][CH2:23][C:24]([NH:29][C:30]2[CH:35]=[CH:34][CH:33]=[CH:32][CH:31]=2)([C:2]2[CH:7]=[CH:6][CH:5]=[C:4]([Br:8])[N:3]=2)[CH2:25][CH2:26]1)[C:15]1[CH:16]=[CH:17][CH:18]=[CH:19][CH:20]=1. (9) Given the reactants COC1C=CC(C[N:8]2[C:12]3[N:13]=[CH:14][C:15]4[CH2:16][CH2:17][C:18]5[N:23]([C:24]6[CH:29]=[CH:28][CH:27]=[CH:26][CH:25]=6)[N:22]=[CH:21][C:19]=5[C:20]=4[C:11]=3[CH:10]=[N:9]2)=CC=1.O.C(=O)([O-])[O-].[K+].[K+], predict the reaction product. The product is: [C:24]1([N:23]2[C:18]3[CH2:17][CH2:16][C:15]4[CH:14]=[N:13][C:12]5[NH:8][N:9]=[CH:10][C:11]=5[C:20]=4[C:19]=3[CH:21]=[N:22]2)[CH:25]=[CH:26][CH:27]=[CH:28][CH:29]=1. (10) Given the reactants [F:1][C:2]1[CH:3]=[C:4]([CH:10]=[C:11]([F:13])[CH:12]=1)[C@H:5]([OH:9])[C:6]([OH:8])=O.Cl.[NH2:15][C@H:16]([C:18]([NH:20][N:21]1[C:27](=[O:28])[CH:26]([CH2:29][CH2:30][CH2:31][CH2:32][C:33]2[CH:38]=[CH:37][CH:36]=[CH:35][CH:34]=2)[C:25]2[CH:39]=[CH:40][CH:41]=[CH:42][C:24]=2[C:23]2[CH:43]=[CH:44][CH:45]=[CH:46][C:22]1=2)=[O:19])[CH3:17], predict the reaction product. The product is: [F:13][C:11]1[CH:10]=[C:4]([CH:3]=[C:2]([F:1])[CH:12]=1)[C@H:5]([OH:9])[C:6]([NH:15][C@H:16]([C:18]([NH:20][N:21]1[C:27](=[O:28])[CH:26]([CH2:29][CH2:30][CH2:31][CH2:32][C:33]2[CH:34]=[CH:35][CH:36]=[CH:37][CH:38]=2)[C:25]2[CH:39]=[CH:40][CH:41]=[CH:42][C:24]=2[C:23]2[CH:43]=[CH:44][CH:45]=[CH:46][C:22]1=2)=[O:19])[CH3:17])=[O:8].